Dataset: Full USPTO retrosynthesis dataset with 1.9M reactions from patents (1976-2016). Task: Predict the reactants needed to synthesize the given product. Given the product [N:14]1([CH2:20][CH2:21][NH:22][C:2]2[CH:7]=[CH:6][C:5]([CH2:8][C:9]([O:11][CH2:12][CH3:13])=[O:10])=[CH:4][CH:3]=2)[CH2:19][CH2:18][O:17][CH2:16][CH2:15]1, predict the reactants needed to synthesize it. The reactants are: Br[C:2]1[CH:7]=[CH:6][C:5]([CH2:8][C:9]([O:11][CH2:12][CH3:13])=[O:10])=[CH:4][CH:3]=1.[N:14]1([CH2:20][CH2:21][NH2:22])[CH2:19][CH2:18][O:17][CH2:16][CH2:15]1.[O-]P([O-])([O-])=O.[K+].[K+].[K+].CC(P(C(C)(C)C)C1C(C2C=CC=CC=2)=CC=CC=1)(C)C.